The task is: Predict the reaction yield, written as a fraction of the theoretical maximum amount of product (1.0 means a 100% yield; for example, 0.34 means a 34% yield).. This data is from Reaction yield outcomes from USPTO patents with 853,638 reactions. (1) The reactants are [Cl:1][C:2]1[CH:3]=[C:4]([C:10]2[CH:14]=[CH:13][N:12]([CH2:15][C@@H:16]([NH:18][C:19]([C:21]3[CH:25]=[C:24]([CH2:26][CH:27]([O:29]C4CCCCO4)[CH3:28])[O:23][N:22]=3)=[O:20])[CH3:17])[N:11]=2)[CH:5]=[CH:6][C:7]=1[C:8]#[N:9].Cl. The catalyst is C(O)C. The product is [Cl:1][C:2]1[CH:3]=[C:4]([C:10]2[CH:14]=[CH:13][N:12]([CH2:15][C@@H:16]([NH:18][C:19]([C:21]3[CH:25]=[C:24]([CH2:26][CH:27]([OH:29])[CH3:28])[O:23][N:22]=3)=[O:20])[CH3:17])[N:11]=2)[CH:5]=[CH:6][C:7]=1[C:8]#[N:9]. The yield is 0.517. (2) The reactants are [CH2:1]([C@H:8]1[CH2:12][O:11][C:10](=[O:13])[N:9]1[C:14](=[O:29])[CH2:15][CH2:16][C:17]1[CH:22]=[CH:21][C:20]([C:23]2[CH:28]=[CH:27][CH:26]=[CH:25][CH:24]=2)=[CH:19][CH:18]=1)[C:2]1[CH:7]=[CH:6][CH:5]=[CH:4][CH:3]=1.Br[CH2:31][C:32]([O:34][C:35]([CH3:38])([CH3:37])[CH3:36])=[O:33]. The catalyst is C1COCC1. The product is [CH2:1]([C@H:8]1[CH2:12][O:11][C:10](=[O:13])[N:9]1[C:14](=[O:29])[C@H:15]([CH2:16][C:17]1[CH:18]=[CH:19][C:20]([C:23]2[CH:28]=[CH:27][CH:26]=[CH:25][CH:24]=2)=[CH:21][CH:22]=1)[CH2:31][C:32]([O:34][C:35]([CH3:38])([CH3:37])[CH3:36])=[O:33])[C:2]1[CH:3]=[CH:4][CH:5]=[CH:6][CH:7]=1. The yield is 0.370. (3) The reactants are [NH2:1][C:2]1[CH:7]=[C:6]([Cl:8])[CH:5]=[CH:4][C:3]=1[N:9]([CH2:17][CH2:18][CH2:19][S:20]([CH3:23])(=[O:22])=[O:21])[C:10](=O)OC(C)(C)C.[Cl:24][CH2:25]C([O-])=O.[Na+]. The catalyst is Cl. The product is [Cl:8][C:6]1[CH:5]=[CH:4][C:3]2[N:9]([CH2:17][CH2:18][CH2:19][S:20]([CH3:23])(=[O:22])=[O:21])[C:10]([CH2:25][Cl:24])=[N:1][C:2]=2[CH:7]=1. The yield is 0.440. (4) The reactants are [O:1]1[C:5]2[CH:6]=[CH:7][CH:8]=[CH:9][C:4]=2[C:3]([NH:10][C:11](=[O:18])OCC(Cl)(Cl)Cl)=[N:2]1.[F:19][C:20]1[CH:25]=[C:24]([F:26])[CH:23]=[CH:22][C:21]=1[C:27]1[CH:32]=[CH:31][N:30]=[C:29](N2CCNCC2)[CH:28]=1. No catalyst specified. The product is [O:1]1[C:5]2[CH:6]=[CH:7][CH:8]=[CH:9][C:4]=2[C:3]([NH:10][C:11]([N:30]2[CH2:31][CH2:32][CH:27]([C:29]3[CH:28]=[C:27]([C:21]4[CH:22]=[CH:23][C:24]([F:26])=[CH:25][C:20]=4[F:19])[CH:32]=[CH:31][N:30]=3)[CH2:28][CH2:29]2)=[O:18])=[N:2]1. The yield is 0.420. (5) The reactants are [NH2:1][C:2]1[C:10]([OH:11])=[CH:9][CH:8]=[CH:7][C:3]=1[C:4]([OH:6])=[O:5].C(O)(=O)C.S(Cl)([Cl:19])(=O)=O. The catalyst is C(OCC)C. The product is [NH2:1][C:2]1[C:10]([OH:11])=[CH:9][C:8]([Cl:19])=[CH:7][C:3]=1[C:4]([OH:6])=[O:5]. The yield is 0.480.